From a dataset of Forward reaction prediction with 1.9M reactions from USPTO patents (1976-2016). Predict the product of the given reaction. (1) Given the reactants [OH-].[Na+].[Cl:3][C:4]1[N:9]=[C:8]([CH2:10][S:11]([CH3:14])(=[O:13])=[O:12])[CH:7]=[C:6]([N:15]2[CH2:20][CH2:19][O:18][CH2:17][CH2:16]2)[N:5]=1.Br[CH2:22][CH2:23]Br, predict the reaction product. The product is: [Cl:3][C:4]1[N:5]=[C:6]([N:15]2[CH2:16][CH2:17][O:18][CH2:19][CH2:20]2)[CH:7]=[C:8]([C:10]2([S:11]([CH3:14])(=[O:13])=[O:12])[CH2:23][CH2:22]2)[N:9]=1. (2) Given the reactants [C:1](Cl)(=[O:8])[C:2]1[CH:7]=[CH:6][CH:5]=[CH:4][CH:3]=1.C(N(CC)CC)C.C(OC(=O)[NH:23][CH2:24][C:25]1[C:26]([CH2:40][OH:41])=[N:27][C:28]([NH:32]C(OC(C)(C)C)=O)=[CH:29][C:30]=1[CH3:31])(C)(C)C.Cl, predict the reaction product. The product is: [C:1]([O:41][CH2:40][C:26]1[C:25]([CH2:24][NH2:23])=[C:30]([CH3:31])[CH:29]=[C:28]([NH2:32])[N:27]=1)(=[O:8])[C:2]1[CH:7]=[CH:6][CH:5]=[CH:4][CH:3]=1. (3) The product is: [CH2:1]([N:8]([CH2:18][C:19]1[CH:24]=[CH:23][CH:22]=[CH:21][CH:20]=1)[C@H:9]1[CH2:17][O:16][C@H:12]([C:13]([NH2:26])=[O:14])[CH2:11][CH2:10]1)[C:2]1[CH:7]=[CH:6][CH:5]=[CH:4][CH:3]=1. Given the reactants [CH2:1]([N:8]([CH2:18][C:19]1[CH:24]=[CH:23][CH:22]=[CH:21][CH:20]=1)[C@H:9]1[CH2:17][O:16][C@H:12]([C:13](O)=[O:14])[CH2:11][CH2:10]1)[C:2]1[CH:7]=[CH:6][CH:5]=[CH:4][CH:3]=1.O[N:26]1C2C=CC=CC=2N=N1.Cl.C(N=C=NCCCN(C)C)C.[Cl-].[NH4+].C(N(CC)C(C)C)(C)C, predict the reaction product.